Regression. Given a target protein amino acid sequence and a drug SMILES string, predict the binding affinity score between them. We predict pKi (pKi = -log10(Ki in M); higher means stronger inhibition). Dataset: bindingdb_ki. From a dataset of Drug-target binding data from BindingDB using Ki measurements. (1) The compound is CCC1N=C(N)N=C(N)N1c1ccc(Br)cc1. The target protein sequence is MMEQVCDVFDIYAICVCCKVESKNEGKKNEVFNNYTFRGLGNKGVLPWKCNSLDMKYFCAVTTYVNESKYEKLKYKRCKYLNKETVDNVNDMPNSKKLQNVVVMGRTTWESIPKKFKPLSNRINVILSRTLKKEDFDEDVYIINKVEDLIVLLGKLNYYKCFIIGGSVVYQEFLEKKLIKKIYFTRINSTYECDVFFPEINENEYQIISVSDVYTSNNTTLDFIIYKKTNNKMLNEQNCIKGEEKNNDMPLKNDDKDTCHMKKLTEFYKNVDKYKINYENDDDDEEEDDFVYFNFNKEKEEKNKNSIHPNDFQIYNSLKYKYHPEYQYLNIIYDIMMNGNKQSDRTGVGVLSKFGYIMKFDLSQYFPLLTTKKLFLRGIIEELLWFIRGETNGNTLLNKNVRIWEANGTREFLDNRKLFHREVNDLGPIYGFQWRHFGAEYTNMYDNYENKGVDQLKNIINLIKNDPTSRRILLCAWNVKDLDQMALPPCHILCQFYVFD.... The pKi is 6.7. (2) The small molecule is COC(=O)[C@@H]1C[C@H](OC(C)=O)C(=O)[C@H]2[C@@]1(C)CC[C@H]1C(=O)O[C@H](c3ccoc3)C[C@]21C. The target protein sequence is MDSPIQIFRGEPGPTCAPSACLPPNSSAWFPGWAEPDSNGSAGSEDAQLEPAHISPAIPVIITAVYSVVFVVGLVGNSLVMFVIIRYTKMKTATNIYIFNLALADALVTTTMPFQSTVYLMNSWPFGDVLCKIVISIDYYNMFTSIFTLTMMSVDRYIAVCHPVKALDFRTPLKAKIINICIWLLSSSVGISAIVLGGTKVREDVDVIECSLQFPDDDYSWWDLFMKICVFIFAFVIPVLIIIVCYTLMILRLKSVRLLSGSREKDRNLRRITRLVLVVVAVFVVCWTPIHIFILVEALGSTSHSTAALSSYFFCIALGYTNSSLNPILYAFLDENFKRCFRDFCFPLKMRMERQSTSRVRNTVQDPAYLRDIDGMNKPV. The pKi is 7.5. (3) The drug is C=CCCCCCCCCCO[C@H](CO)[C@H]1OC(O)[C@H](O)[C@H]1O. The target protein sequence is MTKSSKDICSENEGKKNGKSGFFSTSFKYVLSACIASFIFGYQVSVLNTIKNFIVVEFEWCKGEKDRLNCSNNTIQSSFLLASVFIGAVLGCGFSGYLVQFGRRLSLLIIYNFFFLVSILTSITHHFHTILFARLLSGFGIGLVTVSVPMYISEMTHKDKKGAYGVMHQLFITFGIFVAVMLGLAMGEGPKADSTEPLTSFAKLWWRLMFLFPSVISLIGILALVVFFKEETPYFLFEKGRIEESKNILKKIYETDNVDEPLNAIKEAVEQNESAKKNSLSLLSALKIPSYRYVIILGCLLSGLQQFTGINVLVSNSNELYKEFLDSHLITILSVVMTAVNFLMTFPAIYIVEKLGRKTLLLWGCVGVLVAYLPTAIANEINRNSNFVKILSIVATFVMIISFAVSYGPVLWIYLHEMFPSEIKDSAASLASLVNWVCAIIVVFPSDIIIKKSPSILFIVFSVMSILTFFFIFFFIKETKGGEIGTSPYITMEERQKHMT.... The pKi is 2.8. (4) The compound is COc1ccccc1N1CCN(CCN(C(=O)C2CCCCC2)c2ccccn2)CC1. The target protein sequence is MEPAGPCQAPLLPANDSYHGRNCTAQEGIYQDATPLSWKIVLTVVLALVTLATVLSNAFVIATVYQTRKLHTPANYLIASLAVTDLLVSILVMPISTMYTVTGKWTLGQVVCDIWLSSDITCCTASILHLCVIALDRYWAITDAVEYSTKRTPKRAAGMIALVWVFSICISMPPLFWRQAKAEEVSHCVVNTDHVLYTVYSTVGAFYFPTLLLIALYGRIYVEARSRILKQTPKKAGKRLTRAQLITDSPGSSSSVTSINSKAPEGSSETSSPVYMNQVKVKVSDALLEKKKLTAARERKATKTLGIILGAFIVCWLPFFILSLVLPICKDACWFHMAIFDFFTWLGYLNSLINPIIYTMSNEDFKQAFHKLIRFRCTS. The pKi is 5.1. (5) The small molecule is CC(=CP(=O)(O)O)C(=O)O. The target protein (P0AB91) has sequence MNYQNDDLRIKEIKELLPPVALLEKFPATENAANTVAHARKAIHKILKGNDDRLLVVIGPCSIHDPVAAKEYATRLLALREELKDELEIVMRVYFEKPRTTVGWKGLINDPHMDNSFQINDGLRIARKLLLDINDSGLPAAGEFLDMITPQYLADLMSWGAIGARTTESQVHRELASGLSCPVGFKNGTDGTIKVAIDAINAAGAPHCFLSVTKWGHSAIVNTSGNGDCHIILRGGKEPNYSAKHVAEVKEGLNKAGLPAQVMIDFSHANSSKQFKKQMDVCADVCQQIAGGEKAIIGVMVESHLVEGNQSLESGEPLAYGKSITDACIGWEDTDALLRQLANAVKARRG. The pKi is 5.3. (6) The compound is COc1ccc(S(=O)(=O)NCCCCc2cnc[nH]2)cc1. The target protein (Q9JI35) has sequence MERAPPDGLMNASGALAGEAAAAAGGARTFSAAWTAVLAALMALLIVATVLGNALVMLAFVADSSLRTQNNFFLLNLAISDFLVGVFCIPLYVPYVLTGRWTFGRGLCKLWLVVDYLLCTSSVFNIVLISYDRFLSVTRAVSYRAQQGDTRRAVRKMVLVWVLAFLLYGPAILSWEYLSGGSSIPEGHCYAEFFYNWYFLITASTLEFFTPFLSVTFFNLSIYLNIQRRTRLRLDGGAREAGPDPLPEAQSSPPQPPPGCWGCWPKGQGESMPLHRYGVGEAGPGAEAGEAALGGGSGAAASPTSSSGSSSRGTERPRSLKRGSKPSASSASLEKRMKMVSQSITQRFRLSRDKKVAKSLAIIVSIFGLCWAPYTLLMIIRAACHGHCVPDYWYETSFWLLWANSAVNPVLYPLCHYSFRRAFTKLLCPQKLKVQPHSSLEHCWK. The pKi is 7.3.